The task is: Regression. Given two drug SMILES strings and cell line genomic features, predict the synergy score measuring deviation from expected non-interaction effect.. This data is from NCI-60 drug combinations with 297,098 pairs across 59 cell lines. Drug 1: CC1=CC=C(C=C1)C2=CC(=NN2C3=CC=C(C=C3)S(=O)(=O)N)C(F)(F)F. Drug 2: C1CNP(=O)(OC1)N(CCCl)CCCl. Cell line: NCI-H522. Synergy scores: CSS=-0.495, Synergy_ZIP=0.00301, Synergy_Bliss=-0.986, Synergy_Loewe=-2.78, Synergy_HSA=-2.45.